The task is: Predict the reactants needed to synthesize the given product.. This data is from Full USPTO retrosynthesis dataset with 1.9M reactions from patents (1976-2016). Given the product [Br:1][C:2]1[CH:7]=[C:6]([NH2:8])[CH:5]=[C:4]([Br:11])[N:3]=1, predict the reactants needed to synthesize it. The reactants are: [Br:1][C:2]1[CH:7]=[C:6]([N+:8]([O-])=O)[CH:5]=[C:4]([Br:11])[N+:3]=1[O-].CCOCC.CCCCCC.